From a dataset of Reaction yield outcomes from USPTO patents with 853,638 reactions. Predict the reaction yield, written as a fraction of the theoretical maximum amount of product (1.0 means a 100% yield; for example, 0.34 means a 34% yield). (1) The reactants are [NH2:1][C@H:2]1[CH2:6][CH2:5][N:4]([C@H:7]2[CH2:12][CH2:11][C@@H:10]([N:13]([CH:15]([CH3:17])[CH3:16])[CH3:14])[CH2:9][C@H:8]2[CH2:18][S:19]([CH:22]([CH3:24])[CH3:23])(=[O:21])=[O:20])[C:3]1=[O:25].C(N(CC)CC)C.Cl[C:34]1[C:43]2[C:38](=[CH:39][CH:40]=[C:41]([C:44]([F:47])([F:46])[F:45])[CH:42]=2)[N:37]=[CH:36][N:35]=1. The catalyst is CCO. The product is [CH:15]([N:13]([CH3:14])[C@@H:10]1[CH2:11][CH2:12][C@H:7]([N:4]2[CH2:5][CH2:6][C@H:2]([NH:1][C:34]3[C:43]4[C:38](=[CH:39][CH:40]=[C:41]([C:44]([F:46])([F:47])[F:45])[CH:42]=4)[N:37]=[CH:36][N:35]=3)[C:3]2=[O:25])[C@H:8]([CH2:18][S:19]([CH:22]([CH3:24])[CH3:23])(=[O:21])=[O:20])[CH2:9]1)([CH3:17])[CH3:16]. The yield is 0.440. (2) The reactants are C[N:2](C)/[CH:3]=[N:4]\[C:5]1[CH:10]=[C:9]([O:11][C:12]2[CH:17]=[CH:16][C:15]([N+:18]([O-:20])=[O:19])=[CH:14][C:13]=2[CH3:21])[CH:8]=[CH:7][N:6]=1.N1C=CC=CC=1.N(S(O)(=O)=O)O. The catalyst is CO. The product is [CH3:21][C:13]1[CH:14]=[C:15]([N+:18]([O-:20])=[O:19])[CH:16]=[CH:17][C:12]=1[O:11][C:9]1[CH:8]=[CH:7][N:6]2[N:2]=[CH:3][N:4]=[C:5]2[CH:10]=1. The yield is 0.490. (3) The reactants are [F:1][C:2]([F:15])([F:14])[C:3]1[CH:4]=[C:5]([OH:13])[CH:6]=[C:7]([C:9]([F:12])([F:11])[F:10])[CH:8]=1.CI.[C:18]([O-])([O-])=O.[K+].[K+]. The catalyst is CC(C)=O. The product is [CH3:18][O:13][C:5]1[CH:4]=[C:3]([C:2]([F:14])([F:15])[F:1])[CH:8]=[C:7]([C:9]([F:11])([F:10])[F:12])[CH:6]=1. The yield is 0.560. (4) The reactants are [F:1][C:2]1[CH:11]=[C:10]([CH2:12][N:13]2[CH2:19][C:18]3[CH:20]=[C:21]([O:24][CH3:25])[N:22]=[CH:23][C:17]=3[S:16][CH2:15][CH2:14]2)[CH:9]=[CH:8][C:3]=1[C:4]([O:6]C)=[O:5].[OH-].[Li+].CO.C1COCC1. The catalyst is O. The product is [F:1][C:2]1[CH:11]=[C:10]([CH2:12][N:13]2[CH2:19][C:18]3[CH:20]=[C:21]([O:24][CH3:25])[N:22]=[CH:23][C:17]=3[S:16][CH2:15][CH2:14]2)[CH:9]=[CH:8][C:3]=1[C:4]([OH:6])=[O:5]. The yield is 0.480. (5) The reactants are Br[C:2]1[CH:7]=[CH:6][CH:5]=[CH:4][C:3]=1[O:8][CH2:9][C:10]([CH3:15])([N+:12]([O-:14])=[O:13])[CH3:11].[NH:16]1[CH2:21][CH2:20][NH:19][CH2:18][CH2:17]1.C1C=CC(P(C2C(C3C(P(C4C=CC=CC=4)C4C=CC=CC=4)=CC=C4C=3C=CC=C4)=C3C(C=CC=C3)=CC=2)C2C=CC=CC=2)=CC=1.CC([O-])(C)C.[Na+]. The catalyst is C1(C)C=CC=CC=1. The product is [CH3:11][C:10]([N+:12]([O-:14])=[O:13])([CH3:15])[CH2:9][O:8][C:3]1[CH:4]=[CH:5][CH:6]=[CH:7][C:2]=1[N:16]1[CH2:21][CH2:20][NH:19][CH2:18][CH2:17]1. The yield is 0.730. (6) The reactants are [F:1][C:2]1[CH:11]=[C:10]2[C:5]([CH:6]=[CH:7][NH:8][C:9]2=O)=[CH:4][C:3]=1[O:13][CH3:14].O=P(Cl)(Cl)[Cl:17]. No catalyst specified. The product is [Cl:17][C:9]1[C:10]2[C:5](=[CH:4][C:3]([O:13][CH3:14])=[C:2]([F:1])[CH:11]=2)[CH:6]=[CH:7][N:8]=1. The yield is 0.550. (7) The reactants are [Cl:1][C:2]1[CH:3]=[C:4]2[C:9](=[CH:10][CH:11]=1)[N:8]=[CH:7][CH:6]=[C:5]2[CH2:12][N:13]1[C:21]([C:22]2[N:26]([CH3:27])[CH:25]=[C:24]([C:28]#[N:29])[CH:23]=2)=[C:20]2[C:15]([N:16]([CH2:32][CH:33]3[CH2:35][CH2:34]3)[C:17](=[O:31])[NH:18][C:19]2=S)=[N:14]1.[NH3:36]. The catalyst is C1COCC1.CO.[Hg](Cl)Cl. The product is [NH2:36][C:19]1[C:20]2[C:15](=[N:14][N:13]([CH2:12][C:5]3[C:4]4[C:9](=[CH:10][CH:11]=[C:2]([Cl:1])[CH:3]=4)[N:8]=[CH:7][CH:6]=3)[C:21]=2[C:22]2[N:26]([CH3:27])[CH:25]=[C:24]([C:28]#[N:29])[CH:23]=2)[N:16]([CH2:32][CH:33]2[CH2:35][CH2:34]2)[C:17](=[O:31])[N:18]=1. The yield is 0.480. (8) The reactants are [F:1][C:2]1[C:7](=[O:8])[N:6]([CH3:9])[C:5]([NH:10][C:11]2[CH:16]=[CH:15][C:14]([S:17][CH3:18])=[CH:13][C:12]=2[F:19])=[C:4]([C:20]([NH:22][O:23][CH2:24][CH2:25][O:26]C=C)=[O:21])[CH:3]=1.Cl.[OH-].[Na+]. The catalyst is CCO.CCOC(C)=O.O. The product is [F:1][C:2]1[C:7](=[O:8])[N:6]([CH3:9])[C:5]([NH:10][C:11]2[CH:16]=[CH:15][C:14]([S:17][CH3:18])=[CH:13][C:12]=2[F:19])=[C:4]([C:20]([NH:22][O:23][CH2:24][CH2:25][OH:26])=[O:21])[CH:3]=1. The yield is 0.700.